From a dataset of Catalyst prediction with 721,799 reactions and 888 catalyst types from USPTO. Predict which catalyst facilitates the given reaction. (1) Reactant: [CH2:1]([O:8][C:9]([N:11]1[CH2:15][CH2:14][CH2:13][CH:12]1[C:16](=O)[NH2:17])=[O:10])[C:2]1[CH:7]=[CH:6][CH:5]=[CH:4][CH:3]=1.P(Cl)(Cl)(Cl)=O. Product: [CH2:1]([O:8][C:9]([N:11]1[CH2:15][CH2:14][CH2:13][CH:12]1[C:16]#[N:17])=[O:10])[C:2]1[CH:3]=[CH:4][CH:5]=[CH:6][CH:7]=1. The catalyst class is: 298. (2) Reactant: [C:1]([O:5][C:6]([N:8]([CH3:16])[CH2:9][CH2:10][CH2:11][CH2:12][C:13]([OH:15])=O)=[O:7])([CH3:4])([CH3:3])[CH3:2].CCN(C(C)C)C(C)C.CN(C(ON1N=NC2C=CC=NC1=2)=[N+](C)C)C.F[P-](F)(F)(F)(F)F.[NH2:50][C:51]1[CH:56]=[CH:55][C:54]([CH2:57][OH:58])=[CH:53][CH:52]=1. Product: [C:1]([O:5][C:6](=[O:7])[N:8]([CH2:9][CH2:10][CH2:11][CH2:12][C:13]([NH:50][C:51]1[CH:56]=[CH:55][C:54]([CH2:57][OH:58])=[CH:53][CH:52]=1)=[O:15])[CH3:16])([CH3:2])([CH3:3])[CH3:4]. The catalyst class is: 35. (3) Reactant: [OH-:1].[K+].[F:3][C:4]1[CH:5]=[C:6]2[C:10](=[CH:11][CH:12]=1)[NH:9][C:8](=[O:13])[C:7]2=O.[F:15][C:16]([F:28])([F:27])[C:17]1[CH:18]=[C:19]([C:23](=O)[CH2:24][CH3:25])[CH:20]=[CH:21][CH:22]=1. Product: [F:3][C:4]1[CH:5]=[C:6]2[C:10](=[CH:11][CH:12]=1)[N:9]=[C:23]([C:19]1[CH:20]=[CH:21][CH:22]=[C:17]([C:16]([F:15])([F:27])[F:28])[CH:18]=1)[C:24]([CH3:25])=[C:7]2[C:8]([OH:13])=[O:1]. The catalyst class is: 97. (4) Reactant: [OH-].[K+].[CH2:3]([O:5][C:6](=[O:27])[C:7]([CH2:16][C:17]1[C:25]2[C:20](=[C:21]([Cl:26])[CH:22]=[CH:23][CH:24]=2)[NH:19][CH:18]=1)([NH:13][CH:14]=[O:15])[C:8]([O:10][CH2:11][CH3:12])=[O:9])[CH3:4].[CH3:28]I. The catalyst class is: 16. Product: [CH2:11]([O:10][C:8](=[O:9])[C:7]([CH2:16][C:17]1[C:25]2[C:20](=[C:21]([Cl:26])[CH:22]=[CH:23][CH:24]=2)[N:19]([CH3:28])[CH:18]=1)([NH:13][CH:14]=[O:15])[C:6]([O:5][CH2:3][CH3:4])=[O:27])[CH3:12]. (5) Reactant: [N:1]([CH:4]([C:6]1[CH:7]=[CH:8][C:9]2[S:13][C:12]([CH3:14])=[N:11][C:10]=2[C:15]=1Br)[CH3:5])=[N+:2]=[N-:3].[F:17][C:18]1[CH:19]=[C:20](B(O)O)[CH:21]=[CH:22][CH:23]=1.C(=O)([O-])[O-].[Na+].[Na+].O. Product: [N:1]([CH:4]([C:6]1[CH:7]=[CH:8][C:9]2[S:13][C:12]([CH3:14])=[N:11][C:10]=2[C:15]=1[C:22]1[CH:21]=[CH:20][CH:19]=[C:18]([F:17])[CH:23]=1)[CH3:5])=[N+:2]=[N-:3]. The catalyst class is: 660. (6) Reactant: [Br:1][C:2]1[C:3]([O:17][CH3:18])=[C:4]([C:13]([O:15][CH3:16])=[O:14])[C:5]2[N:6]=[CH:7][C:8](=[O:12])[NH:9][C:10]=2[CH:11]=1.C(N(CC)CC)C.[S:26](O[S:26]([C:29]([F:32])([F:31])[F:30])(=[O:28])=[O:27])([C:29]([F:32])([F:31])[F:30])(=[O:28])=[O:27]. Product: [Br:1][C:2]1[C:3]([O:17][CH3:18])=[C:4]([C:13]([O:15][CH3:16])=[O:14])[C:5]2[N:6]=[CH:7][C:8]([O:12][S:26]([C:29]([F:32])([F:31])[F:30])(=[O:28])=[O:27])=[N:9][C:10]=2[CH:11]=1. The catalyst class is: 4. (7) Product: [Br:57][C:58]1[CH:59]=[C:60]([CH:61]=[CH:62][CH:63]=1)[CH2:64][S:65]([NH:68][C:54]([CH:51]1[CH2:50][CH2:49][N:48]([C:37]2[C:36]([C:34]#[N:35])=[CH:41][C:40]([C:42]([O:44][CH2:45][CH3:46])=[O:43])=[C:39]([CH3:47])[N:38]=2)[CH2:53][CH2:52]1)=[O:55])(=[O:66])=[O:67]. The catalyst class is: 3. Reactant: CN(C(ON1N=NC2C=CC=NC1=2)=[N+](C)C)C.F[P-](F)(F)(F)(F)F.CCN(C(C)C)C(C)C.[C:34]([C:36]1[C:37]([N:48]2[CH2:53][CH2:52][CH:51]([C:54](O)=[O:55])[CH2:50][CH2:49]2)=[N:38][C:39]([CH3:47])=[C:40]([C:42]([O:44][CH2:45][CH3:46])=[O:43])[CH:41]=1)#[N:35].[Br:57][C:58]1[CH:59]=[C:60]([CH2:64][S:65]([NH2:68])(=[O:67])=[O:66])[CH:61]=[CH:62][CH:63]=1. (8) Reactant: [CH3:1][C:2]1[N:7]=[C:6]2[S:8][C:9]3[CH2:14][CH2:13][CH2:12][CH2:11][C:10]=3[C:5]2=[C:4]([C:15]2[CH:23]=[CH:22][C:18]3[N:19]=[CH:20][S:21][C:17]=3[CH:16]=2)[C:3]=1[CH:24]([O:29][C:30]([CH3:33])([CH3:32])[CH3:31])[C:25]([O:27]C)=[O:26].[I-].[Li+]. Product: [CH3:1][C:2]1[N:7]=[C:6]2[S:8][C:9]3[CH2:14][CH2:13][CH2:12][CH2:11][C:10]=3[C:5]2=[C:4]([C:15]2[CH:23]=[CH:22][C:18]3[N:19]=[CH:20][S:21][C:17]=3[CH:16]=2)[C:3]=1[CH:24]([O:29][C:30]([CH3:33])([CH3:32])[CH3:31])[C:25]([OH:27])=[O:26]. The catalyst class is: 17. (9) Reactant: [NH2:1][CH2:2][CH2:3][NH:4][C:5](=[O:31])[CH2:6][C@@H:7]1[N:13]=[C:12]([C:14]2[CH:19]=[CH:18][C:17]([Cl:20])=[CH:16][CH:15]=2)[C:11]2[CH:21]=[C:22]([O:25][CH3:26])[CH:23]=[CH:24][C:10]=2[N:9]2[C:27]([CH3:30])=[N:28][N:29]=[C:8]12.[OH:32][C:33]1[CH:34]=[C:35]([CH:41]=[CH:42][C:43]=1[OH:44])[CH:36]=[CH:37][C:38](O)=[O:39].CCN=C=NCCCN(C)C.C1C=CC2N(O)N=NC=2C=1.C(N(CC)CC)C. Product: [Cl:20][C:17]1[CH:16]=[CH:15][C:14]([C:12]2[C:11]3[CH:21]=[C:22]([O:25][CH3:26])[CH:23]=[CH:24][C:10]=3[N:9]3[C:27]([CH3:30])=[N:28][N:29]=[C:8]3[C@H:7]([CH2:6][C:5]([NH:4][CH2:3][CH2:2][NH:1][C:38](=[O:39])/[CH:37]=[CH:36]/[C:35]3[CH:41]=[CH:42][C:43]([OH:44])=[C:33]([OH:32])[CH:34]=3)=[O:31])[N:13]=2)=[CH:19][CH:18]=1. The catalyst class is: 3. (10) Reactant: [N+:1]([C:4]1[CH:5]=[C:6]([NH:10][C:11]([NH2:13])=[O:12])[CH:7]=[CH:8][CH:9]=1)([O-])=O. Product: [NH2:1][C:4]1[CH:5]=[C:6]([NH:10][C:11]([NH2:13])=[O:12])[CH:7]=[CH:8][CH:9]=1. The catalyst class is: 43.